From a dataset of CYP3A4 inhibition data for predicting drug metabolism from PubChem BioAssay. Regression/Classification. Given a drug SMILES string, predict its absorption, distribution, metabolism, or excretion properties. Task type varies by dataset: regression for continuous measurements (e.g., permeability, clearance, half-life) or binary classification for categorical outcomes (e.g., BBB penetration, CYP inhibition). Dataset: cyp3a4_veith. (1) The molecule is O=C1[C@H]2CC[C@H]3/C(=N\OC[C@@H](O)COCc4ccco4)C[C@@H](O)[C@@H](O)[C@@H]3[C@@H]2C(=O)N1C[C@@H]1CCCO1. The result is 0 (non-inhibitor). (2) The drug is CCOC(=O)c1ncn2c1CN(C)C(=O)c1cc(F)ccc1-2. The result is 0 (non-inhibitor). (3) The drug is CCN(CC)C(=O)c1sc2[nH]c(=S)n(-c3ccccc3)c(=O)c2c1C. The result is 0 (non-inhibitor).